Task: Predict the reaction yield, written as a fraction of the theoretical maximum amount of product (1.0 means a 100% yield; for example, 0.34 means a 34% yield).. Dataset: Reaction yield outcomes from USPTO patents with 853,638 reactions (1) The reactants are C([O:3][C:4]([C:6]1[S:10][C:9]([NH:11][C:12](=[O:30])[CH:13]([C:20]2[CH:25]=[CH:24][C:23]([S:26]([CH3:29])(=[O:28])=[O:27])=[CH:22][CH:21]=2)[CH2:14][CH:15]2[CH2:19][CH2:18][CH2:17][CH2:16]2)=[N:8][CH:7]=1)=[O:5])C.[OH-].[Li+]. The catalyst is C(O)C.O. The product is [CH:15]1([CH2:14][CH:13]([C:20]2[CH:25]=[CH:24][C:23]([S:26]([CH3:29])(=[O:28])=[O:27])=[CH:22][CH:21]=2)[C:12]([NH:11][C:9]2[S:10][C:6]([C:4]([OH:5])=[O:3])=[CH:7][N:8]=2)=[O:30])[CH2:19][CH2:18][CH2:17][CH2:16]1. The yield is 0.960. (2) The catalyst is C(O)C. The yield is 0.780. The product is [CH2:12]([O:14][C:15]1[C:18](=[O:19])[C:17](=[O:22])[C:16]=1[NH:1][C:2]1[C:10]2[O:9][C:8](=[O:11])[NH:7][C:6]=2[CH:5]=[CH:4][CH:3]=1)[CH3:13]. The reactants are [NH2:1][C:2]1[C:10]2[O:9][C:8](=[O:11])[NH:7][C:6]=2[CH:5]=[CH:4][CH:3]=1.[CH2:12]([O:14][C:15]1[C:16](=O)[C:17](=[O:22])[C:18]=1[O:19]CC)[CH3:13]. (3) The reactants are [CH2:1]([O:8][CH2:9][CH2:10][CH2:11][C:12]1[CH:13]=[N:14][CH:15]=[CH:16][CH:17]=1)[C:2]1[CH:7]=[CH:6][CH:5]=[CH:4][CH:3]=1.[OH:18]O.O. The catalyst is C(O)(=O)C. The product is [CH2:1]([O:8][CH2:9][CH2:10][CH2:11][C:12]1[CH:13]=[N+:14]([O-:18])[CH:15]=[CH:16][CH:17]=1)[C:2]1[CH:3]=[CH:4][CH:5]=[CH:6][CH:7]=1. The yield is 0.880.